Predict which catalyst facilitates the given reaction. From a dataset of Catalyst prediction with 721,799 reactions and 888 catalyst types from USPTO. (1) Reactant: [CH2:1]([N:8]1[CH2:12][CH2:11][CH:10]([NH2:13])[CH2:9]1)[C:2]1[CH:7]=[CH:6][CH:5]=[CH:4][CH:3]=1.[NH:14]1[C:22]2[C:17](=[CH:18][C:19]([C:23](O)=O)=[CH:20][CH:21]=2)[CH:16]=[N:15]1.Cl.C(N=C=NCCCN(C)C)C.ON1C2C=CC=CC=2N=N1.CN(C1C=CC=CN=1)C.[C:57](=O)([O-])[OH:58].[Na+]. Product: [CH2:1]([N:8]1[CH2:12][CH2:11][CH:10]([NH:13][C:57]([CH2:23][C:19]2[CH:18]=[C:17]3[C:22](=[CH:21][CH:20]=2)[NH:14][N:15]=[CH:16]3)=[O:58])[CH2:9]1)[C:2]1[CH:3]=[CH:4][CH:5]=[CH:6][CH:7]=1. The catalyst class is: 9. (2) Reactant: [S:1]1[C:5]2=[N:6][CH:7]=[CH:8][CH:9]=[C:4]2[C:3]([NH:10][CH2:11][CH2:12][CH2:13][NH2:14])=[N:2]1.[CH3:15][O:16][C:17]1[CH:22]=[CH:21][C:20]([C:23]2[CH:28]=[CH:27][C:26]([CH:29]=O)=[CH:25][CH:24]=2)=[CH:19][CH:18]=1.C(O[BH-](OC(=O)C)OC(=O)C)(=O)C.[Na+]. Product: [S:1]1[C:5]2=[N:6][CH:7]=[CH:8][CH:9]=[C:4]2[C:3]([NH:10][CH2:11][CH2:12][CH2:13][NH:14][CH2:29][C:26]2[CH:25]=[CH:24][C:23]([C:20]3[CH:21]=[CH:22][C:17]([O:16][CH3:15])=[CH:18][CH:19]=3)=[CH:28][CH:27]=2)=[N:2]1. The catalyst class is: 699. (3) Reactant: [F:1][C:2]1[CH:21]=[CH:20][CH:19]=[CH:18][C:3]=1[CH2:4][N:5]1[C:9]2=[N:10][CH:11]=[CH:12][CH:13]=[C:8]2[C:7]([C:14]([NH:16][NH2:17])=[O:15])=[N:6]1.[CH3:22][O:23][C:24]1[CH:33]=[C:32]([O:34][CH3:35])[CH:31]=[CH:30][C:25]=1[CH2:26][N:27]=[C:28]=[O:29]. Product: [CH3:22][O:23][C:24]1[CH:33]=[C:32]([O:34][CH3:35])[CH:31]=[CH:30][C:25]=1[CH2:26][NH:27][C:28]([NH:17][NH:16][C:14]([C:7]1[C:8]2[C:9](=[N:10][CH:11]=[CH:12][CH:13]=2)[N:5]([CH2:4][C:3]2[CH:18]=[CH:19][CH:20]=[CH:21][C:2]=2[F:1])[N:6]=1)=[O:15])=[O:29]. The catalyst class is: 4. (4) Reactant: Br[C:2]1[CH:3]=[N:4][CH:5]=[CH:6][CH:7]=1.[C:8]([C:10]1[CH:15]=[CH:14][C:13]([CH3:16])=[CH:12][C:11]=1[N+:17]([O-:19])=[O:18])#[CH:9]. Product: [CH3:16][C:13]1[CH:14]=[CH:15][C:10]([C:8]#[C:9][C:2]2[CH:3]=[N:4][CH:5]=[CH:6][CH:7]=2)=[C:11]([N+:17]([O-:19])=[O:18])[CH:12]=1. The catalyst class is: 235. (5) Reactant: [Br:1][C:2]1[CH:3]=[C:4]([C:12]([O:14]C)=[O:13])[CH:5]=[C:6]([CH:11]=1)[C:7]([O:9]C)=[O:8].[OH-].[K+]. Product: [Br:1][C:2]1[CH:3]=[C:4]([C:12]([OH:14])=[O:13])[CH:5]=[C:6]([CH:11]=1)[C:7]([OH:9])=[O:8]. The catalyst class is: 5. (6) Reactant: O.[I-:2].[I-].[I-].[I-].[CH:6]1[C:19]2[C:10](=[S+:11][C:12]3[C:17]([N:18]=2)=[CH:16][CH:15]=[CH:14][CH:13]=3)[CH:9]=[CH:8][CH:7]=1.[CH:20]1[C:33]2[C:24](=[S+:25][C:26]3[C:31]([N:32]=2)=[CH:30][CH:29]=[CH:28][CH:27]=3)[CH:23]=[CH:22][CH:21]=1.[CH:34]1[C:47]2[C:38](=[S+:39][C:40]3[C:45]([N:46]=2)=[CH:44][CH:43]=[CH:42][CH:41]=3)[CH:37]=[CH:36][CH:35]=1.C1[C:61]2C(=[S+]C3[C:59]([N:60]=2)=CC=CC=3)C=CC=1.[CH3:62][NH:63][CH3:64]. Product: [I-:2].[I-:2].[I-:2].[CH3:31][N:32]([CH3:33])[C:8]1[CH:7]=[CH:6][C:19]2[C:10]([CH:9]=1)=[S+:11][C:12]1[C:17](=[CH:16][CH:15]=[CH:14][CH:13]=1)[N:18]=2.[CH3:59][N:60]([C:36]1[CH:35]=[CH:34][C:47]2[C:38]([CH:37]=1)=[S+:39][C:40]1[C:45](=[CH:44][CH:43]=[CH:42][CH:41]=1)[N:46]=2)[CH3:61].[CH3:62][N:63]([C:22]1[CH:21]=[CH:20][C:33]2[C:24]([CH:23]=1)=[S+:25][C:26]1[C:31](=[CH:30][CH:29]=[CH:28][CH:27]=1)[N:32]=2)[CH3:64]. The catalyst class is: 5.